From a dataset of Catalyst prediction with 721,799 reactions and 888 catalyst types from USPTO. Predict which catalyst facilitates the given reaction. (1) Reactant: [OH-].[K+].[CH:3]([O:6][C:7]1[CH:12]=[CH:11][C:10]([NH:13][C:14]([N:16]2[CH2:21][CH2:20][CH:19]([C:22]3[C:31]4[C:26](=[CH:27][C:28]([O:32][CH3:33])=[CH:29][CH:30]=4)[N:25]=[CH:24][N:23]=3)[CH2:18][CH2:17]2)=[O:15])=[CH:9][CH:8]=1)([CH3:5])[CH3:4].OC[CH2:36][CH2:37][N:38]1[CH2:43][CH2:42][CH2:41][CH2:40][CH2:39]1.CCN(C(C)C)C(C)C.[N+](C1C=CC(OC(=O)NC2C=CC(OC(C)C)=CC=2)=CC=1)([O-])=O. Product: [CH:3]([O:6][C:7]1[CH:8]=[CH:9][C:10]([NH:13][C:14]([N:16]2[CH2:17][CH2:18][CH:19]([C:22]3[C:31]4[C:26](=[CH:27][C:28]([O:32][CH2:33][CH2:36][CH2:37][N:38]5[CH2:43][CH2:42][CH2:41][CH2:40][CH2:39]5)=[CH:29][CH:30]=4)[N:25]=[CH:24][N:23]=3)[CH2:20][CH2:21]2)=[O:15])=[CH:11][CH:12]=1)([CH3:5])[CH3:4]. The catalyst class is: 6. (2) Reactant: [OH:1][C:2]1[CH:3]=[C:4]([C:11]([OH:13])=[O:12])[C:5](=[CH:9][CH:10]=1)[C:6]([OH:8])=[O:7].[OH-].[K+].[F:16][C:17]1[CH:24]=[CH:23][C:20]([CH2:21]Br)=[CH:19][CH:18]=1. Product: [F:16][C:17]1[CH:24]=[CH:23][C:20]([CH2:21][O:1][C:2]2[CH:3]=[C:4]([C:11]([OH:13])=[O:12])[C:5](=[CH:9][CH:10]=2)[C:6]([OH:8])=[O:7])=[CH:19][CH:18]=1. The catalyst class is: 6. (3) Product: [F:18][C:19]([F:24])([F:23])[C:20]([O-:22])=[O:21].[C:6]([CH2:7][N:8]1[C:12]2[CH:13]=[CH:14][CH:15]=[CH:16][C:11]=2[NH+:10]=[CH:9]1)([OH:17])=[O:5]. The catalyst class is: 4. Reactant: C([O:5][C:6](=[O:17])[CH2:7][N:8]1[C:12]2[CH:13]=[CH:14][CH:15]=[CH:16][C:11]=2[N:10]=[CH:9]1)(C)(C)C.[F:18][C:19]([F:24])([F:23])[C:20]([O-:22])=[O:21].C(CN1C2C=CC=CC=2[NH+]=C1)(O)=O.FC(F)(F)C(O)=O. (4) Reactant: [CH:1]([N:14]1[CH2:17][C:16](OS(C)(=O)=O)([CH3:18])[CH2:15]1)([C:8]1[CH:13]=[CH:12][CH:11]=[CH:10][CH:9]=1)[C:2]1[CH:7]=[CH:6][CH:5]=[CH:4][CH:3]=1.[NH3:24]. Product: [CH:1]([N:14]1[CH2:17][C:16]([NH2:24])([CH3:18])[CH2:15]1)([C:8]1[CH:13]=[CH:12][CH:11]=[CH:10][CH:9]=1)[C:2]1[CH:7]=[CH:6][CH:5]=[CH:4][CH:3]=1. The catalyst class is: 61. (5) Reactant: Cl[C:2]1[C:11]2=[N:12][N:13](CC3C=CC(OC)=CC=3)[CH:14]=[C:10]2[C:9]2[C:8]([O:24][CH3:25])=[CH:7][CH:6]=[CH:5][C:4]=2[N:3]=1.[NH2:26][C:27]1[CH:32]=[CH:31][C:30]([N:33]2[CH2:38][CH2:37][N:36]([C:39](=[O:41])[CH3:40])[CH2:35][CH2:34]2)=[CH:29][CH:28]=1.Cl. Product: [CH3:25][O:24][C:8]1[C:9]2[C:10]3[CH:14]=[N:13][NH:12][C:11]=3[C:2]([NH:26][C:27]3[CH:28]=[CH:29][C:30]([N:33]4[CH2:34][CH2:35][N:36]([C:39](=[O:41])[CH3:40])[CH2:37][CH2:38]4)=[CH:31][CH:32]=3)=[N:3][C:4]=2[CH:5]=[CH:6][CH:7]=1. The catalyst class is: 71.